From a dataset of Experimentally validated miRNA-target interactions with 360,000+ pairs, plus equal number of negative samples. Binary Classification. Given a miRNA mature sequence and a target amino acid sequence, predict their likelihood of interaction. (1) The miRNA is hsa-miR-300 with sequence UAUACAAGGGCAGACUCUCUCU. Result: 0 (no interaction). The protein sequence of the target gene is MGELFRSEEMTLAQLFLQSEAAYCCVSELGELGKVQFRDLNPDVNVFQRKFVNEVRRCEEMDRKLRFVEKEIRKANIPIMDTGENPEVPFPRDMIDLEANFEKIENELKEINTNQEALKRNFLELTELKFILRKTQQFFDEMADPDLLEESSSLLEPSEMGRGTPLRLGFVAGVINRERIPTFERMLWRVCRGNVFLRQAEIENPLEDPVTGDYVHKSVFIIFFQGDQLKNRVKKICEGFRASLYPCPETPQERKEMASGVNTRIDDLQMVLNQTEDHRQRVLQAAAKNIRVWFIKVRKM.... (2) The miRNA is hsa-miR-3605-3p with sequence CCUCCGUGUUACCUGUCCUCUAG. The protein sequence of the target gene is MPENPAAEKMQVLQVLDRLRGKLQEKGDTTQNEKLSAFYETLKSPLFNQILTLQQSIKQLKGQLSHIPSDCSANFDFSRKGLLVFTDGSITNGNAQRPCSNVTASELLPWTQKSASEDFNSVIQQMAQGRHVEYIDIERPSTGGLGFSVVALRSQSLGLIDIFVKEVHPGSVADRDHRLKENDQILAINDTPLDQNISHQQAIALLQQATGSLRLVVAREVGHTQGRASTSSADTTLPETVCWGHTEEVELINDGSGLGFGIVGGKSSGVVVRTIVPGGLADRDGRLQTGDHILKIGGTN.... Result: 0 (no interaction). (3) The miRNA is hsa-miR-8062 with sequence CAGUGAUUUGAGGAUUAUUGC. The protein sequence of the target gene is MTRHGKNCTAGAVYTYHEKKKDTAASGYGTQNIRLSRDAVKDFDCCCLSLQPCHDPVVTPDGYLYEREAILEYILHQKREIARQVKAYEKQRGARREEQKELQRAAAQDQVRGFLEKEAAIVSRPLNPFMPKAATLPNTEGEQPGPSVGPVGKDKDKALPSFWIPSLTPEAKATKLEKPSRTVTCPMSGKPLRMSDLTSVRFTQLDDSVDRVGLITRSERYVCAVTRDSLSNATPCAVLRPSGAVVTLECVEKLIRKDMVDPVNGDTLTERDIIVLQRGGTGFAGSGVKLQAEMSRPVMQ.... Result: 0 (no interaction). (4) The miRNA is hsa-miR-511-5p with sequence GUGUCUUUUGCUCUGCAGUCA. The protein sequence of the target gene is MGNLESTDGGPGEPPSVPLLLPPGKTPMPEPCELEERFALVLSSMNLPPDKARLLRQYDNEKKWDLICDQERFQVKNPPHTYIQKLQSFLDPNVTRKKFRRRVQESTKVLRELEISLRTNHIGWVREFLNDENKGLDVLVDYLSFAQCSVMFDFEGLESGDDGAFDKLRSWSRSIEDLQPPNALSAPFTNSLARSARQSVLRYSTLPGRRALKNSRLVSQKDDVHVCILCLRAIMNYQYGFNLVMSHPHAVNEIALSLNNKNPRTKALVLELLAAVCLVRGGHEIILAAFDNFKEVCKEL.... Result: 0 (no interaction). (5) The protein sequence of the target gene is MGQGDESERIVINVGGTRHQTYRSTLRTLPGTRLAWLAEPDAHSHFDYDPRADEFFFDRHPGVFAHILNYYRTGKLHCPADVCGPLYEEELAFWGIDETDVEPCCWMTYRQHRDAEEALDSFGGAPLDNSADDADADGPGDSGDGEDELEMTKRLALSDSPDGRPGGFWRRWQPRIWALFEDPYSSRYARYVAFASLFFILVSITTFCLETHERFNPIVNKTEIENVRNGTQVRYYREAETEAFLTYIEGVCVVWFTFEFLMRVVFCPNKVEFIKNSLNIIDFVAILPFYLEVGLSGLSS.... The miRNA is hsa-miR-671-3p with sequence UCCGGUUCUCAGGGCUCCACC. Result: 0 (no interaction). (6) The miRNA is mmu-miR-5627-5p with sequence AGAGGGUGCGCCGGGCCCUGCG. The protein sequence of the target gene is MLRVVEGIFIFVVVSESVFGVLGNGFIGLVNCIDCAKNKLSTIGFILTGLAISRIFLIWIIITDGFIQIFSPNIYASGNLIEYISYFWVIGNQSSMWFATSLSIFYFLKIANFSNYIFLWLKSRTNMVLPFMIVFLLISSLLNFAYIAKILNDYKTKNDTVWDLNMYKSEYFIKQILLNLGVIFFFTLSLITCIFLIISLWRHNRQMQSNVTGLRDSNTEAHVKAMKVLISFIILFILYFIGMAIEISCFTVRENKLLLMFGMTTTAIYPWGHSFILILGNSKLKQASLRVLQQLKCCEK.... Result: 0 (no interaction). (7) The miRNA is hsa-miR-365a-5p with sequence AGGGACUUUUGGGGGCAGAUGUG. The protein sequence of the target gene is MMEEEELEFVEELEAVLQLTPEVQLAIEQVFPSQDPLDRADFNAVEYINTLFPTEQSLANIDEVVNKIRLKIRRLDDNIRTVVRGQTNVGQDGRQALEEAQKAIQQLFGKIKDIKDKAEKSEQMVKEITRDIKQLDHAKRHLTTSITTLNHLHMLAGGVDSLEAMTRRRQYGEVANLLQGVMNVLEHFHKYMGIPQIRQLSERVKAAQTELGQQILADFEEAFPSQGTKRPGGPSNVLRDACLVANILDPRIKQEIIKKFIKQHLSEYLVLFQENQDVAWLDKIDRRYAWIKRQLVDYEE.... Result: 0 (no interaction). (8) The miRNA is mmu-miR-1249-3p with sequence ACGCCCUUCCCCCCCUUCUUCA. The protein sequence of the target gene is MLDFFTIFSKGGLVLWCFQGVSDSCTGPVNALIRSVLLQERGGNNSFTHEALTLKYKLDNQFELVFVVGFQKILTLTYVDKLIDDVHRLFRDKYRTEIQQQSALSLLNGTFDFQNDFLRLLREAEESSKIRAPTTMKKFEDSEKAKKPVRSMIETRGEKTKEKAKNNKKRGAKKEGSDGTLATSKTAPAEKSGLSAGPENGELSKEELIRRKREEFIQKHGKGLDKSSKSTKSDTPKEKGKKAPRVWELGGCANKEVLDYSTPTTNGTPEAALSEDINLIRGTGPGGQLQDLDCSSSDDE.... Result: 0 (no interaction). (9) The miRNA is hsa-miR-3176 with sequence ACUGGCCUGGGACUACCGG. The protein sequence of the target gene is MAAQAAAAAQAAAAQAAQAEAADSWYLALLGFAEHFRTSSPPKIRLCVHCLQAVFPFKPPQRIEARTHLQLGSVLYHHTKNSEQARSHLEKAWLISQQIPQFEDVKFEAASLLSELYCQENSVDAAKPLLRKAIQISQQTPYWHCRLLFQLAQLHTLEKDLVSACDLLGVGAEYARVVGSEYTRALFLLSKGMLLLMERKLQEVHPLLTLCGQIVENWQGNPIQKESLRVFFLVLQVTHYLDAGQVKSVKPCLKQLQQCIQTISTLHDDEILPSNPADLFHWLPKEHMCVLVYLVTVMHS.... Result: 1 (interaction).